Task: Predict the reaction yield, written as a fraction of the theoretical maximum amount of product (1.0 means a 100% yield; for example, 0.34 means a 34% yield).. Dataset: Reaction yield outcomes from USPTO patents with 853,638 reactions (1) The reactants are Cl.CN(C)CCCN=C=NCC.ON1C2C=[CH:20][CH:21]=[CH:22][C:17]=2[N:16]=[N:15]1.Cl.N1CCCCN1.[CH3:30][O:31][C:32]1[N:37]=[N:36][C:35]([N:38]2[C:42]([C:43]3[CH:48]=[CH:47][CH:46]=[CH:45][N:44]=3)=[CH:41][C:40]([C:49]([OH:51])=O)=[N:39]2)=[CH:34][CH:33]=1. The catalyst is ClCCl.C(Cl)(Cl)Cl.O.C(N(CC)CC)C. The product is [CH3:30][O:31][C:32]1[N:37]=[N:36][C:35]([N:38]2[C:42]([C:43]3[CH:48]=[CH:47][CH:46]=[CH:45][N:44]=3)=[CH:41][C:40]([C:49]([N:15]3[CH2:20][CH2:21][CH2:22][CH2:17][NH:16]3)=[O:51])=[N:39]2)=[CH:34][CH:33]=1. The yield is 0.480. (2) The reactants are C([NH:4][C:5]([NH2:7])=[NH:6])(=O)C.N1CCCC1.CCO.[Br:16][C:17]1[CH:22]=[C:21]([F:23])[CH:20]=[CH:19][C:18]=1[C@@H:24]1[NH:29][C:28](=[O:30])/[C:27](=[C:31](/O)\[CH3:32])/[C:26](=O)[CH2:25]1. The catalyst is CCOC(C)=O. The product is [NH2:7][C:5]1[N:4]=[C:31]([CH3:32])[C:27]2[C:28](=[O:30])[NH:29][C@@H:24]([C:18]3[CH:19]=[CH:20][C:21]([F:23])=[CH:22][C:17]=3[Br:16])[CH2:25][C:26]=2[N:6]=1. The yield is 0.720. (3) The reactants are Br[CH2:2][CH2:3][N:4]1[C:8]([CH2:9]Br)=[CH:7][C:6]([N+:11]([O-:13])=[O:12])=[N:5]1.[CH3:14][NH2:15]. The catalyst is C1COCC1. The product is [CH3:14][N:15]1[CH2:2][CH2:3][N:4]2[N:5]=[C:6]([N+:11]([O-:13])=[O:12])[CH:7]=[C:8]2[CH2:9]1. The yield is 0.970.